From a dataset of Full USPTO retrosynthesis dataset with 1.9M reactions from patents (1976-2016). Predict the reactants needed to synthesize the given product. (1) Given the product [CH:25]([N:19]1[CH2:18][CH2:17][C:16]2[C:21](=[CH:22][CH:23]=[C:14]([O:13][CH2:12][CH2:11][CH2:10][N:5]3[CH2:6][CH2:7][CH2:8][CH2:9][CH:4]3[CH3:3])[CH:15]=2)[CH2:20]1)([CH3:27])[CH3:24], predict the reactants needed to synthesize it. The reactants are: Cl.Cl.[CH3:3][CH:4]1[CH2:9][CH2:8][CH2:7][CH2:6][N:5]1[CH2:10][CH2:11][CH2:12][O:13][C:14]1[CH:15]=[C:16]2[C:21](=[CH:22][CH:23]=1)[CH2:20][NH:19][CH2:18][CH2:17]2.[CH3:24][C:25]([CH3:27])=O.[BH3-]C#N.[Na+]. (2) Given the product [O:24]=[C:8]1[C:7]2[C:2]([C:25]3[CH:30]=[CH:29][CH:28]=[CH:27][CH:26]=3)=[CH:3][CH:4]=[CH:5][C:6]=2[O:12][CH2:11][CH:10]2[CH2:13][N:14]([C:17]([O:19][C:20]([CH3:23])([CH3:22])[CH3:21])=[O:18])[CH2:15][CH2:16][N:9]12, predict the reactants needed to synthesize it. The reactants are: Br[C:2]1[C:7]2[C:8](=[O:24])[N:9]3[CH2:16][CH2:15][N:14]([C:17]([O:19][C:20]([CH3:23])([CH3:22])[CH3:21])=[O:18])[CH2:13][CH:10]3[CH2:11][O:12][C:6]=2[CH:5]=[CH:4][CH:3]=1.[C:25]1(B(O)O)[CH:30]=[CH:29][CH:28]=[CH:27][CH:26]=1.C(=O)([O-])[O-].[K+].[K+].O. (3) The reactants are: Br[C:2]1[C:7]([O:8][CH3:9])=[C:6]([F:10])[CH:5]=[CH:4][C:3]=1[F:11].CC1(C)C(C)(C)OB([C:20]2[CH2:21][CH2:22][N:23]([C:26]([O:28][C:29]([CH3:32])([CH3:31])[CH3:30])=[O:27])[CH2:24][CH:25]=2)O1.C([O-])([O-])=O.[K+].[K+]. Given the product [C:29]([O:28][C:26]([N:23]1[CH2:22][CH:21]=[C:20]([C:2]2[C:3]([F:11])=[CH:4][CH:5]=[C:6]([F:10])[C:7]=2[O:8][CH3:9])[CH2:25][CH2:24]1)=[O:27])([CH3:32])([CH3:30])[CH3:31], predict the reactants needed to synthesize it.